From a dataset of CYP2C9 inhibition data for predicting drug metabolism from PubChem BioAssay. Regression/Classification. Given a drug SMILES string, predict its absorption, distribution, metabolism, or excretion properties. Task type varies by dataset: regression for continuous measurements (e.g., permeability, clearance, half-life) or binary classification for categorical outcomes (e.g., BBB penetration, CYP inhibition). Dataset: cyp2c9_veith. The result is 0 (non-inhibitor). The drug is COc1ccc2cc([C@H](C)C(=O)O)ccc2c1.